Task: Regression. Given a peptide amino acid sequence and an MHC pseudo amino acid sequence, predict their binding affinity value. This is MHC class II binding data.. Dataset: Peptide-MHC class II binding affinity with 134,281 pairs from IEDB The peptide sequence is LIRKKLMTSPKWVQM. The MHC is DRB1_1101 with pseudo-sequence DRB1_1101. The binding affinity (normalized) is 0.868.